This data is from NCI-60 drug combinations with 297,098 pairs across 59 cell lines. The task is: Regression. Given two drug SMILES strings and cell line genomic features, predict the synergy score measuring deviation from expected non-interaction effect. Drug 1: C1=CC(=CC=C1CCCC(=O)O)N(CCCl)CCCl. Drug 2: CCC(=C(C1=CC=CC=C1)C2=CC=C(C=C2)OCCN(C)C)C3=CC=CC=C3.C(C(=O)O)C(CC(=O)O)(C(=O)O)O. Cell line: CAKI-1. Synergy scores: CSS=41.9, Synergy_ZIP=-1.03, Synergy_Bliss=-1.89, Synergy_Loewe=-31.8, Synergy_HSA=1.38.